From a dataset of Forward reaction prediction with 1.9M reactions from USPTO patents (1976-2016). Predict the product of the given reaction. (1) Given the reactants S(=O)(=O)(O)N.Cl([O-])=[O:7].[Na+].[C:10]([C:13]1[N:18]=[C:17]([CH:19]=[O:20])[C:16]([O:21][CH2:22][C:23]2[CH:28]=[CH:27][CH:26]=[CH:25][CH:24]=2)=[C:15]([O:29][CH2:30][C:31]2[CH:36]=[CH:35][CH:34]=[CH:33][CH:32]=2)[CH:14]=1)(=[O:12])[CH3:11], predict the reaction product. The product is: [C:10]([C:13]1[N:18]=[C:17]([C:19]([OH:7])=[O:20])[C:16]([O:21][CH2:22][C:23]2[CH:28]=[CH:27][CH:26]=[CH:25][CH:24]=2)=[C:15]([O:29][CH2:30][C:31]2[CH:32]=[CH:33][CH:34]=[CH:35][CH:36]=2)[CH:14]=1)(=[O:12])[CH3:11]. (2) Given the reactants [NH2:1][C:2]1[C:3]([CH3:22])=[N:4][C:5]2[C:10]([N:11]=1)=[C:9]([C:12]1[NH:20][C:19]3[CH2:18][CH2:17][NH:16][C:15](=[O:21])[C:14]=3[CH:13]=1)[CH:8]=[CH:7][CH:6]=2.[CH:23]1([C:26](Cl)=[O:27])[CH2:25][CH2:24]1, predict the reaction product. The product is: [CH3:22][C:3]1[C:2]([NH:1][C:26]([CH:23]2[CH2:25][CH2:24]2)=[O:27])=[N:11][C:10]2[C:5]([N:4]=1)=[CH:6][CH:7]=[CH:8][C:9]=2[C:12]1[NH:20][C:19]2[CH2:18][CH2:17][NH:16][C:15](=[O:21])[C:14]=2[CH:13]=1. (3) The product is: [C:7]([C:6]1[C:5]([CH3:10])=[CH:4][S:3][C:2]=1[NH:1][C:18](=[O:24])[C:19]([O:21][CH2:22][CH3:23])=[O:20])(=[O:8])[NH2:9]. Given the reactants [NH2:1][C:2]1[S:3][CH:4]=[C:5]([CH3:10])[C:6]=1[C:7]([NH2:9])=[O:8].N1C=CC=CC=1.Cl[C:18](=[O:24])[C:19]([O:21][CH2:22][CH3:23])=[O:20], predict the reaction product. (4) The product is: [Cl:27][C:28]1[CH:33]=[CH:32][C:31]([C:34]([NH:36][C:37]([NH:20][C:19]2[CH:21]=[CH:22][C:16]([O:15][C:6]3[C:5]4[C:10](=[CH:11][C:12]([O:13][CH3:14])=[C:3]([O:2][CH3:1])[CH:4]=4)[N:9]=[CH:8][CH:7]=3)=[C:17]([F:23])[CH:18]=2)=[S:38])=[O:35])=[CH:30][CH:29]=1. Given the reactants [CH3:1][O:2][C:3]1[CH:4]=[C:5]2[C:10](=[CH:11][C:12]=1[O:13][CH3:14])[N:9]=[CH:8][CH:7]=[C:6]2[O:15][C:16]1[CH:22]=[CH:21][C:19]([NH2:20])=[CH:18][C:17]=1[F:23].C(O)C.[Cl:27][C:28]1[CH:33]=[CH:32][C:31]([C:34]([N:36]=[C:37]=[S:38])=[O:35])=[CH:30][CH:29]=1, predict the reaction product.